This data is from Full USPTO retrosynthesis dataset with 1.9M reactions from patents (1976-2016). The task is: Predict the reactants needed to synthesize the given product. (1) Given the product [Cl:1][C:2]1[CH:3]=[C:4]2[C:9](=[CH:10][C:11]=1[C:12]([N:14]1[CH2:15][CH2:16][CH2:17][CH2:18]1)=[O:13])[N:8]=[CH:7][N:6]=[C:5]2[NH:19][CH:20]([C:26]1[NH:30][C:29]2[CH:38]=[CH:39][C:40]([Cl:42])=[CH:41][C:28]=2[N:27]=1)[CH2:21][CH2:22][C:23]([N:74]([CH2:66][CH2:67][N:44]([CH3:45])[CH3:43])[CH3:72])=[O:25], predict the reactants needed to synthesize it. The reactants are: [Cl:1][C:2]1[CH:3]=[C:4]2[C:9](=[CH:10][C:11]=1[C:12]([N:14]1[CH2:18][CH2:17][CH2:16][CH2:15]1)=[O:13])[N:8]=[CH:7][N:6]=[C:5]2[NH:19][CH:20]([C:26]1[N:30](C(OC(C)(C)C)=O)[C:29]2[CH:38]=[CH:39][C:40]([Cl:42])=[CH:41][C:28]=2[N:27]=1)[CH2:21][CH2:22][C:23]([OH:25])=O.[CH3:43][N:44](C(ON1N=NC2C=CC=CC1=2)=[N+](C)C)[CH3:45].[B-](F)(F)(F)F.F[C:66](F)(F)[C:67](O)=O.[C:72](#[N:74])C.O1CCCC1. (2) Given the product [CH3:49][C:30]1[CH:31]=[C:32]([C:34]2[CH:35]=[CH:36][C:37]([C:2]3[CH:3]=[C:4]([C:9]4[N:14]=[C:13]([C:15]5[CH:20]=[CH:19][CH:18]=[CH:17][CH:16]=5)[N:12]=[C:11]([C:21]5[CH:26]=[CH:25][CH:24]=[CH:23][CH:22]=5)[N:10]=4)[CH:5]=[C:6]([C:37]4[CH:38]=[CH:39][C:34]([C:32]5[CH:33]=[C:28]([CH3:27])[N:29]=[C:30]([CH3:49])[CH:31]=5)=[CH:35][CH:36]=4)[CH:7]=3)=[CH:38][CH:39]=2)[CH:33]=[C:28]([CH3:27])[N:29]=1, predict the reactants needed to synthesize it. The reactants are: Br[C:2]1[CH:3]=[C:4]([C:9]2[N:14]=[C:13]([C:15]3[CH:20]=[CH:19][CH:18]=[CH:17][CH:16]=3)[N:12]=[C:11]([C:21]3[CH:26]=[CH:25][CH:24]=[CH:23][CH:22]=3)[N:10]=2)[CH:5]=[C:6](Br)[CH:7]=1.[CH3:27][C:28]1[CH:33]=[C:32]([C:34]2[CH:39]=[CH:38][C:37](B3OC(C)(C)C(C)(C)O3)=[CH:36][CH:35]=2)[CH:31]=[C:30]([CH3:49])[N:29]=1.P([O-])([O-])([O-])=O.[K+].[K+].[K+]. (3) Given the product [F:22][CH2:21][CH2:20][NH:19][C:9]1[S:10][CH:11]2[O:12][C@H:13]([CH2:14][OH:15])[C@@H:5]([OH:4])[C@H:6]([OH:23])[CH:7]2[N:8]=1, predict the reactants needed to synthesize it. The reactants are: C([O:4][C@@H:5]1[C@@H:13]([CH2:14][O:15]C(=O)C)[O:12][CH:11]2[CH:7]([N:8]=[C:9]([NH:19][CH2:20][CH2:21][F:22])[S:10]2)[C@H:6]1[O:23]C(=O)C)(=O)C.C([O-])([O-])=O.[K+].[K+]. (4) Given the product [Br:35][C:36]1[CH:41]=[CH:40][C:39]([S:42]([NH:7][C:8]2[CH:9]=[CH:10][C:11]([NH:14][C:15]3[N:24]=[C:23]([N:25]([CH3:26])[CH3:27])[C:22]4[C:17](=[CH:18][CH:19]=[CH:20][CH:21]=4)[N:16]=3)=[CH:12][CH:13]=2)(=[O:44])=[O:43])=[C:38]([O:46][C:47]([F:49])([F:48])[F:50])[CH:37]=1, predict the reactants needed to synthesize it. The reactants are: C(OC(=O)[NH:7][C:8]1[CH:13]=[CH:12][C:11]([NH:14][C:15]2[N:24]=[C:23]([N:25]([CH3:27])[CH3:26])[C:22]3[C:17](=[CH:18][CH:19]=[CH:20][CH:21]=3)[N:16]=2)=[CH:10][CH:9]=1)(C)(C)C.Cl.C([O-])(O)=O.[Na+].[Br:35][C:36]1[CH:41]=[CH:40][C:39]([S:42](Cl)(=[O:44])=[O:43])=[C:38]([O:46][C:47]([F:50])([F:49])[F:48])[CH:37]=1. (5) Given the product [CH:10]1[C:10]2[CH:24]([CH2:23][O:22][C:21]([N:4]3[CH2:3][CH2:2][CH2:1][CH2:6][C@H:5]3[C:7]([OH:9])=[O:8])=[O:18])[C:3]3[C:12](=[CH:13][CH:6]=[CH:1][CH:2]=3)[C:11]=2[CH:13]=[CH:12][CH:11]=1, predict the reactants needed to synthesize it. The reactants are: [CH2:1]1[CH2:6][C@@H:5]([C:7]([OH:9])=[O:8])[NH:4][CH2:3][CH2:2]1.[C:10](N)(=O)[CH2:11][CH2:12][C:13](N)=O.[OH2:18].O1[CH2:24][CH2:23][O:22][CH2:21]C1. (6) The reactants are: Br[C:2]1[CH:3]=[CH:4][C:5]2[N:9]=[CH:8][N:7]([C:10]3[CH:15]=[CH:14][C:13]([F:16])=[CH:12][CH:11]=3)[C:6]=2[CH:17]=1.[F:18][C:19]1[CH:24]=[CH:23][C:22]([N:25]2[C:29](B(O)O)=[CH:28][CH:27]=[N:26]2)=[CH:21][CH:20]=1. Given the product [F:16][C:13]1[CH:14]=[CH:15][C:10]([N:7]2[C:6]3[CH:17]=[C:2]([C:29]4[N:25]([C:22]5[CH:23]=[CH:24][C:19]([F:18])=[CH:20][CH:21]=5)[N:26]=[CH:27][CH:28]=4)[CH:3]=[CH:4][C:5]=3[N:9]=[CH:8]2)=[CH:11][CH:12]=1, predict the reactants needed to synthesize it. (7) Given the product [N:1]([CH2:4][CH2:5][O:6][C:22]1[N:21]=[C:20]([NH:28][CH:29]2[CH2:34][CH2:33][N:32]([C:35]([O:37][C:38]([CH3:40])([CH3:39])[CH3:41])=[O:36])[CH2:31][CH2:30]2)[C:19]2[C:24](=[CH:25][CH:26]=[C:17]([C:16]([C:13]3[CH:14]=[CH:15][C:10]([Cl:9])=[CH:11][CH:12]=3)([C:43]3[CH:48]=[CH:47][C:46]([Cl:49])=[CH:45][CH:44]=3)[OH:42])[CH:18]=2)[N:23]=1)=[N+:2]=[N-:3], predict the reactants needed to synthesize it. The reactants are: [N:1]([CH2:4][CH2:5][OH:6])=[N+:2]=[N-:3].[H-].[Na+].[Cl:9][C:10]1[CH:15]=[CH:14][C:13]([C:16]([C:43]2[CH:48]=[CH:47][C:46]([Cl:49])=[CH:45][CH:44]=2)([OH:42])[C:17]2[CH:18]=[C:19]3[C:24](=[CH:25][CH:26]=2)[N:23]=[C:22](Cl)[N:21]=[C:20]3[NH:28][CH:29]2[CH2:34][CH2:33][N:32]([C:35]([O:37][C:38]([CH3:41])([CH3:40])[CH3:39])=[O:36])[CH2:31][CH2:30]2)=[CH:12][CH:11]=1. (8) Given the product [CH3:7][CH2:8][CH:9]([O-:22])[CH3:10].[CH3:12][CH2:7][CH:8]([O-:28])[CH3:9].[CH3:7][CH2:8][CH:9]([O-:2])[CH3:10].[Al+3:6], predict the reactants needed to synthesize it. The reactants are: P([O-])([O-])([O-])=[O:2].[Al+3:6].[C:7]1([Si](OC)(OC)OC)[CH:12]=C[CH:10]=[CH:9][CH:8]=1.C([O:22]P([O-])([O-])=O)C.[Al].[OH2:28].